This data is from NCI-60 drug combinations with 297,098 pairs across 59 cell lines. The task is: Regression. Given two drug SMILES strings and cell line genomic features, predict the synergy score measuring deviation from expected non-interaction effect. (1) Drug 1: CN1C2=C(C=C(C=C2)N(CCCl)CCCl)N=C1CCCC(=O)O.Cl. Drug 2: C#CCC(CC1=CN=C2C(=N1)C(=NC(=N2)N)N)C3=CC=C(C=C3)C(=O)NC(CCC(=O)O)C(=O)O. Cell line: BT-549. Synergy scores: CSS=0.661, Synergy_ZIP=-0.246, Synergy_Bliss=1.74, Synergy_Loewe=-2.00, Synergy_HSA=0.753. (2) Drug 1: C1=NC2=C(N=C(N=C2N1C3C(C(C(O3)CO)O)F)Cl)N. Drug 2: C1=CC=C(C(=C1)C(C2=CC=C(C=C2)Cl)C(Cl)Cl)Cl. Cell line: A498. Synergy scores: CSS=-1.64, Synergy_ZIP=1.08, Synergy_Bliss=1.28, Synergy_Loewe=-0.829, Synergy_HSA=-1.10. (3) Drug 1: CC12CCC(CC1=CCC3C2CCC4(C3CC=C4C5=CN=CC=C5)C)O. Drug 2: CN(C(=O)NC(C=O)C(C(C(CO)O)O)O)N=O. Cell line: OVCAR-4. Synergy scores: CSS=6.31, Synergy_ZIP=-3.42, Synergy_Bliss=-1.67, Synergy_Loewe=-9.18, Synergy_HSA=-1.84. (4) Synergy scores: CSS=68.9, Synergy_ZIP=-4.44, Synergy_Bliss=1.70, Synergy_Loewe=1.37, Synergy_HSA=2.30. Drug 2: CC1C(C(CC(O1)OC2CC(OC(C2O)C)OC3=CC4=CC5=C(C(=O)C(C(C5)C(C(=O)C(C(C)O)O)OC)OC6CC(C(C(O6)C)O)OC7CC(C(C(O7)C)O)OC8CC(C(C(O8)C)O)(C)O)C(=C4C(=C3C)O)O)O)O. Drug 1: C1=NC(=NC(=O)N1C2C(C(C(O2)CO)O)O)N. Cell line: OVCAR-8. (5) Drug 1: C1=NC2=C(N1)C(=S)N=C(N2)N. Drug 2: CC=C1C(=O)NC(C(=O)OC2CC(=O)NC(C(=O)NC(CSSCCC=C2)C(=O)N1)C(C)C)C(C)C. Cell line: SK-OV-3. Synergy scores: CSS=51.9, Synergy_ZIP=-4.12, Synergy_Bliss=-0.266, Synergy_Loewe=-3.67, Synergy_HSA=1.56. (6) Drug 2: C(CN)CNCCSP(=O)(O)O. Cell line: NCI-H322M. Drug 1: C1=NC2=C(N1)C(=S)N=C(N2)N. Synergy scores: CSS=31.3, Synergy_ZIP=0.761, Synergy_Bliss=-0.290, Synergy_Loewe=-15.1, Synergy_HSA=-0.458.